This data is from Catalyst prediction with 721,799 reactions and 888 catalyst types from USPTO. The task is: Predict which catalyst facilitates the given reaction. Reactant: [NH2:1][CH2:2][CH2:3][CH2:4][CH2:5][C@H:6]([NH:14][C:15](=[O:34])[NH:16][C@@H:17]([CH2:25][CH2:26][C:27]([O:29][C:30]([CH3:33])([CH3:32])[CH3:31])=[O:28])[C:18]([O:20][C:21]([CH3:24])([CH3:23])[CH3:22])=[O:19])[C:7]([O:9][C:10]([CH3:13])([CH3:12])[CH3:11])=[O:8].[C:35]([O:39][C:40](=[O:100])[CH2:41][N:42]([CH2:92][C:93](=[O:99])[O:94][C:95]([CH3:98])([CH3:97])[CH3:96])[C:43](=[O:91])[CH2:44][N:45]1[CH:49]=[CH:48][N:47]=[C:46]1[CH2:50][N:51]([CH2:65][C:66]1[N:67]([CH2:71][C:72](=[O:90])[N:73]([CH2:82][C:83](=[O:89])[O:84][C:85]([CH3:88])([CH3:87])[CH3:86])[CH2:74][C:75](=[O:81])[O:76][C:77]([CH3:80])([CH3:79])[CH3:78])[CH:68]=[CH:69][N:70]=1)[CH2:52][CH2:53][CH2:54][CH2:55][CH2:56][CH2:57][CH2:58][CH2:59][CH2:60][CH2:61][C:62](O)=[O:63])([CH3:38])([CH3:37])[CH3:36].CCN=C=NCCCN(C)C.C1C=CC2N(O)N=NC=2C=1.CCN(C(C)C)C(C)C. Product: [C:85]([O:84][C:83](=[O:89])[CH2:82][N:73]([CH2:74][C:75](=[O:81])[O:76][C:77]([CH3:80])([CH3:79])[CH3:78])[C:72](=[O:90])[CH2:71][N:67]1[CH:68]=[CH:69][N:70]=[C:66]1[CH2:65][N:51]([CH2:50][C:46]1[N:45]([CH2:44][C:43]([N:42]([CH2:92][C:93]([O:94][C:95]([CH3:97])([CH3:96])[CH3:98])=[O:99])[CH2:41][C:40](=[O:100])[O:39][C:35]([CH3:38])([CH3:36])[CH3:37])=[O:91])[CH:49]=[CH:48][N:47]=1)[CH2:52][CH2:53][CH2:54][CH2:55][CH2:56][CH2:57][CH2:58][CH2:59][CH2:60][CH2:61][C:62](=[O:63])[NH:1][CH2:2][CH2:3][CH2:4][CH2:5][C@@H:6]([C:7]([O:9][C:10]([CH3:13])([CH3:12])[CH3:11])=[O:8])[NH:14][C:15](=[O:34])[NH:16][C@H:17]([C:18]([O:20][C:21]([CH3:22])([CH3:23])[CH3:24])=[O:19])[CH2:25][CH2:26][C:27]([O:29][C:30]([CH3:33])([CH3:32])[CH3:31])=[O:28])([CH3:86])([CH3:87])[CH3:88]. The catalyst class is: 2.